Task: Predict which catalyst facilitates the given reaction.. Dataset: Catalyst prediction with 721,799 reactions and 888 catalyst types from USPTO (1) Reactant: [S:1]1[CH:5]=[CH:4][C:3]2[CH:6]=[CH:7][CH:8]=[CH:9][C:2]1=2.C([Li])CCC.CN([CH:18]=[O:19])C. Product: [S:1]1[C:5]([CH:18]=[O:19])=[CH:4][C:3]2[CH:6]=[CH:7][CH:8]=[CH:9][C:2]1=2. The catalyst class is: 1. (2) Reactant: [NH2:1][C:2]1[S:3][C:4]2[CH:10]=[CH:9][CH:8]=[CH:7][C:5]=2[N:6]=1.[C:11](Cl)(=[O:18])[C:12]1[CH:17]=[CH:16][CH:15]=[CH:14][CH:13]=1. The catalyst class is: 17. Product: [S:3]1[C:4]2[CH:10]=[CH:9][CH:8]=[CH:7][C:5]=2[N:6]=[C:2]1[NH:1][C:11](=[O:18])[C:12]1[CH:17]=[CH:16][CH:15]=[CH:14][CH:13]=1. (3) Reactant: [C:1]([O:5][C:6](=[O:28])[C:7]([S:10][C:11]1[S:12][CH:13]=[C:14]([CH2:16][CH2:17][O:18][C:19]2[CH:27]=[CH:26][C:22]([C:23](O)=[O:24])=[CH:21][CH:20]=2)[N:15]=1)([CH3:9])[CH3:8])([CH3:4])([CH3:3])[CH3:2].[NH2:29][C:30]1[CH:35]=[CH:34][CH:33]=[CH:32][CH:31]=1.CN(C)CCCN=C=NCC. Product: [C:1]([O:5][C:6](=[O:28])[C:7]([S:10][C:11]1[S:12][CH:13]=[C:14]([CH2:16][CH2:17][O:18][C:19]2[CH:20]=[CH:21][C:22]([C:23]([NH:29][C:30]3[CH:35]=[CH:34][CH:33]=[CH:32][CH:31]=3)=[O:24])=[CH:26][CH:27]=2)[N:15]=1)([CH3:9])[CH3:8])([CH3:2])([CH3:3])[CH3:4]. The catalyst class is: 112. (4) Reactant: [Al+3].[Cl-].[Cl-].[Cl-].[C:5](Cl)(=[O:10])/[C:6](=[CH:8]/[CH3:9])/[CH3:7].[CH3:12][O:13][C:14]1[CH:19]=[CH:18][C:17]([O:20][CH3:21])=[CH:16][CH:15]=1.Cl. Product: [CH3:12][O:13][C:14]1[CH:19]=[CH:18][C:17]([O:20][CH3:21])=[C:16]2[C:15]=1[CH:8]([CH3:9])[CH:6]([CH3:7])[C:5]2=[O:10]. The catalyst class is: 2. (5) Reactant: [O:1]1[CH2:3][C@H:2]1[C@H:4]([NH:6][C:7](=[O:13])[O:8][C:9]([CH3:12])([CH3:11])[CH3:10])[CH3:5].[F:14][C:15]1[CH:20]=[CH:19][C:18]([CH2:21][CH2:22][CH2:23][NH2:24])=[CH:17][CH:16]=1.FC(F)(F)S([O-])(=O)=O.[Li+]. Product: [C:9]([O:8][C:7](=[O:13])[NH:6][C@H:4]([CH3:5])[C@@H:2]([OH:1])[CH2:3][NH:24][CH2:23][CH2:22][CH2:21][C:18]1[CH:17]=[CH:16][C:15]([F:14])=[CH:20][CH:19]=1)([CH3:12])([CH3:11])[CH3:10]. The catalyst class is: 10. (6) Reactant: C[Si]([N-][Si](C)(C)C)(C)C.[Li+].[O:11]=[C:12]1[CH2:17][CH2:16][N:15]([C:18]([O:20][C:21]([CH3:24])([CH3:23])[CH3:22])=[O:19])[CH2:14][CH2:13]1.C1C=CC(N([S:32]([C:35](F)(F)F)(=[O:34])=[O:33])[S:32]([C:35](F)(F)F)(=[O:34])=[O:33])=CC=1. Product: [C:21]([O:20][C:18]([N:15]1[CH2:14][CH2:13][CH:12]([O:11][S:32]([CH3:35])(=[O:34])=[O:33])[CH2:17][CH2:16]1)=[O:19])([CH3:24])([CH3:23])[CH3:22]. The catalyst class is: 1.